The task is: Token-level Classification. Given an antigen amino acid sequence, predict which amino acid positions are active epitope sites capable of antibody binding. Output is a list of indices for active positions.. This data is from B-cell epitopes from IEDB database with 3,159 antigens for binding position prediction. (1) Given the antigen sequence: MKANKPAPNHVIFKKISRDKSVTIYLGKRDYIDHVERVEPVDGVVLVDPELVKGKRVYVSLTCAFRYGQEDIDVMGLSFRRDLYFSQVQVFPPVGASGATTRLQESLIKKLGANTYPFLLTFPDYLPCSVMLQPAPQDVGKSCGVDFEIKAFATHSTDVEEDKIPKKSSVRLLIRKVQHAPRDMGPQPRAEASWQFFMSDKPLRLAVSLSKEIYYHGEPIPVTVAVTNSTEKTVKKIKVLVEQVTNVVLYSSDYYIKTVAAEEAQEKVPPNSSLTKTLTLVPLLANNRERRGIALDGKIKHEDTNLASSTIIKEGIDKTVMGILVSYQIKVKLTVSGLLGELTSSEVATEVPFRLMHPQPEDPDTAKESFQDENFVFEEFARQNLKDAGEYKEEKTDQEAAMDE, which amino acid positions are active epitope sites? The epitope positions are: [287, 288, 289, 290, 291, 292, 293, 294]. The amino acids at these positions are: RERRGIAL. (2) Given the antigen sequence: MAWQGLVLAACLLMFPSTTADCLSRCSLCAVKTQDGPKPINPLICSLQCQAALLPSEEWERCQSFLSFFTPSTLGLNDKEDLGSKSVGEGPYSELAKLSGSFLKELEKSKFLPSISTKENTLSKSLEEKLRGLSDGFREGAESELMRDAQLNDGAMETGTLYLAEEDPKEQVKRYGGFLRKYPKRSSEVAGEGDGDSMGHEDLYKRYGGFLRRIRPKLKWDNQKRYGGFLRRQFKVVTRSQEDPNAYSGELFDA, which amino acid positions are active epitope sites? The epitope positions are: [231, 232, 233, 234, 235, 236, 237]. The amino acids at these positions are: RQFKVVT. (3) Given the antigen sequence: MREIVHIQIGQCGNQIGAKFWEMIGEEHGIDLAGSDRGASALQLERISVYYNEAYGRKYVPRAVLVDLEPGTMDSIRSSKLGALFQPDSFVHGNSGAGNNWAKGHYTEGAELIENVLEVVRHESESCDCLQGFQIVHSLGGGTGSGMGTLLMNKIREEYPDRIMNSFSVMPSPKVSDTVVEPYNAVLSIHQLIENADACFCIDNEALYDICFRTLKLTTPTYGDLNHLVSLTMSGITTSLRFPGQLNADLRKLAVNMVPFPRLHFFMPGFAPLTAQGSQQYRALSVAELTQQMFDARNTMAACDLRRGRYLTVACIFRGKMSTKEVDQQLLSVQTRNSSCFVEWIPNNVKVAVCDIPPRGLSMAATFIGNNTAIQEIFNRVSEHFSAMFKRKAFVHWYTSEGMDINEFGEAENNIHDLVSEYQQFQDAKAVLEEDEEVTEEAEMEPEDKGH, which amino acid positions are active epitope sites? The epitope positions are: [144, 145, 146, 147, 148, 149, 150, 151, 152, 153, 154, 155, 156, 157, 158]. The amino acids at these positions are: SGMGTLLMNKIREEY.